Dataset: Full USPTO retrosynthesis dataset with 1.9M reactions from patents (1976-2016). Task: Predict the reactants needed to synthesize the given product. (1) Given the product [S:12]1[CH:13]=[CH:14][N:15]=[C:11]1[N:2]1[C:3](=[O:9])[CH:4]2[CH2:7][CH2:8][CH:1]1[CH2:6][CH2:5]2, predict the reactants needed to synthesize it. The reactants are: [CH:1]12[CH2:8][CH2:7][CH:4]([CH2:5][CH2:6]1)[C:3](=[O:9])[NH:2]2.Br[C:11]1[S:12][CH:13]=[CH:14][N:15]=1.C([O-])([O-])=O.[Cs+].[Cs+].CC1(C)C2C(=C(P(C3C=CC=CC=3)C3C=CC=CC=3)C=CC=2)OC2C(P(C3C=CC=CC=3)C3C=CC=CC=3)=CC=CC1=2. (2) Given the product [NH2:61][C:57]1[N:56]=[CH:55][N:54]=[C:53]2[C:58]=1[N:59]=[CH:60][N:52]2[C@H:44]1[C@@H:45]2[O:49][C:48]([CH3:50])([CH3:51])[O:47][C@@H:46]2[C@@H:42]([CH2:41][NH:40][C:30](=[O:32])[CH2:29][CH2:28][CH2:27][CH2:26][CH2:25][NH:24][C:22](=[O:23])[CH2:21][CH2:20][CH2:19][CH2:18][CH2:17][NH:16][C:14](=[O:15])[CH2:13][CH2:12][CH2:11][CH2:10][C@H:9]2[C@@H:4]3[C@@H:5]([NH:6][C:2](=[O:1])[NH:3]3)[CH2:7][S:8]2)[O:43]1, predict the reactants needed to synthesize it. The reactants are: [O:1]=[C:2]1[NH:6][C@H:5]2[CH2:7][S:8][C@@H:9]([CH2:10][CH2:11][CH2:12][CH2:13][C:14]([NH:16][CH2:17][CH2:18][CH2:19][CH2:20][CH2:21][C:22]([NH:24][CH2:25][CH2:26][CH2:27][CH2:28][CH2:29][C:30]([O:32]N3C(=O)CCC3=O)=O)=[O:23])=[O:15])[C@H:4]2[NH:3]1.[NH2:40][CH2:41][C@@H:42]1[C@H:46]2[O:47][C:48]([CH3:51])([CH3:50])[O:49][C@H:45]2[C@H:44]([N:52]2[CH:60]=[N:59][C:58]3[C:53]2=[N:54][CH:55]=[N:56][C:57]=3[NH2:61])[O:43]1. (3) Given the product [OH:18][CH2:17][CH:10]([C:7]1[CH:6]=[CH:5][C:4]([C:3]([OH:19])=[O:2])=[CH:9][CH:8]=1)[CH2:11][CH2:12][CH2:13][CH2:14][CH2:15][CH3:16], predict the reactants needed to synthesize it. The reactants are: C[O:2][C:3](=[O:19])[C:4]1[CH:9]=[CH:8][C:7]([CH:10]([CH2:17][OH:18])[CH2:11][CH2:12][CH2:13][CH2:14][CH2:15][CH3:16])=[CH:6][CH:5]=1.[OH-].[Na+].Cl. (4) Given the product [CH2:33]([NH:40][C:7](=[O:9])[C:6]1[CH:5]=[CH:4][C:3]([CH2:2][OH:1])=[CH:11][CH:10]=1)[C:34]1[CH:39]=[CH:38][CH:37]=[CH:36][CH:35]=1, predict the reactants needed to synthesize it. The reactants are: [OH:1][CH2:2][C:3]1[CH:11]=[CH:10][C:6]([C:7]([OH:9])=O)=[CH:5][CH:4]=1.C(Cl)CCl.CCN(CC)CC.C1C=CC2N(O)N=NC=2C=1.[CH2:33]([NH2:40])[C:34]1[CH:39]=[CH:38][CH:37]=[CH:36][CH:35]=1. (5) Given the product [OH:1][C:2]1[C:7]2[CH2:8][CH:9]=[CH:10][C:11]3[C:12](=[CH:13][C:14]4[CH:15]=[CH:16][N:17]([CH3:20])[C:18]=4[CH:19]=3)[C:6]=2[NH:5][C:4](=[O:21])[C:3]=1[C:22]([OH:24])=[O:23], predict the reactants needed to synthesize it. The reactants are: [OH:1][C:2]1[C:7]2[CH2:8][CH:9]=[CH:10][C:11]3[C:12](=[CH:13][C:14]4[CH:15]=[CH:16][N:17]([CH3:20])[C:18]=4[CH:19]=3)[C:6]=2[NH:5][C:4](=[O:21])[C:3]=1[C:22]([O:24]C)=[O:23].[Li+].[I-].Cl. (6) Given the product [N:21]([C:2]([C:5]1[CH:10]=[CH:9][C:8]([C:11]2[NH:16][C:15](=[O:17])[C:14]3=[CH:18][CH:19]=[CH:20][N:13]3[N:12]=2)=[CH:7][CH:6]=1)([CH3:4])[CH3:3])=[N+:22]=[N-:23], predict the reactants needed to synthesize it. The reactants are: O[C:2]([C:5]1[CH:10]=[CH:9][C:8]([C:11]2[NH:16][C:15](=[O:17])[C:14]3=[CH:18][CH:19]=[CH:20][N:13]3[N:12]=2)=[CH:7][CH:6]=1)([CH3:4])[CH3:3].[N-:21]=[N+:22]=[N-:23].[Na+].FC(F)(F)C(O)=O.N. (7) Given the product [F:1][C:2]1[CH:3]=[CH:4][C:5]([CH2:6][CH:7]2[CH2:8][CH2:9][N:10]([C:13](=[O:17])[C:14]([NH:27][C:28]3[CH:29]=[C:30]4[C:34](=[CH:35][CH:36]=3)[NH:33][C:32](=[O:37])[CH2:31]4)=[O:16])[CH2:11][CH2:12]2)=[CH:18][CH:19]=1, predict the reactants needed to synthesize it. The reactants are: [F:1][C:2]1[CH:19]=[CH:18][C:5]([CH2:6][CH:7]2[CH2:12][CH2:11][N:10]([C:13](=[O:17])[C:14]([OH:16])=O)[CH2:9][CH2:8]2)=[CH:4][CH:3]=1.C(N(CC)CC)C.[NH2:27][C:28]1[CH:29]=[C:30]2[C:34](=[CH:35][CH:36]=1)[NH:33][C:32](=[O:37])[CH2:31]2.CN(C(ON1N=NC2C=CC=CC1=2)=[N+](C)C)C.F[P-](F)(F)(F)(F)F. (8) Given the product [NH2:19][C@H:20]([C:25]([NH2:27])=[O:26])[CH2:21][CH2:22][S:23][CH3:24], predict the reactants needed to synthesize it. The reactants are: C(S(N[C@@H](C([NH:19][C@H:20]([C:25]([NH:27]CC1C=CC(C#N)=CC=1)=[O:26])[CH2:21][CH2:22][S:23][CH3:24])=O)[C@@H](CC)C)(=O)=O)C1C=CC=CC=1.Cl.ON.